Dataset: Forward reaction prediction with 1.9M reactions from USPTO patents (1976-2016). Task: Predict the product of the given reaction. (1) Given the reactants C[N:2]([CH3:20])[CH:3]=[CH:4][C:5]([C:7]1[CH:8]=[C:9]([N:13]([CH3:19])[C:14]([CH:16]2[CH2:18][CH2:17]2)=[O:15])[CH:10]=[CH:11][CH:12]=1)=O.N[C:22]1[C:26]([C:27]([C:29]2[CH:34]=[CH:33][CH:32]=[CH:31][CH:30]=2)=[O:28])=C[NH:24][N:23]=1, predict the reaction product. The product is: [C:27]([C:26]1[CH:22]=[N:23][N:24]2[C:5]([C:7]3[CH:8]=[C:9]([N:13]([CH3:19])[C:14]([CH:16]4[CH2:17][CH2:18]4)=[O:15])[CH:10]=[CH:11][CH:12]=3)=[CH:4][CH:3]=[N:2][C:20]=12)(=[O:28])[C:29]1[CH:34]=[CH:33][CH:32]=[CH:31][CH:30]=1. (2) Given the reactants [Cl:1][C:2]1[CH:3]=[C:4]2[C:8](=[CH:9][CH:10]=1)[NH:7][CH:6]=[C:5]2[CH2:11][CH2:12][NH:13][C:14](=[O:22])[C:15]1[CH:20]=[CH:19][CH:18]=[CH:17][C:16]=1I.[CH3:23][O:24][C:25]1[CH:30]=[CH:29][CH:28]=[CH:27][C:26]=1B(O)O.C(=O)([O-])[O-].[Na+].[Na+], predict the reaction product. The product is: [Cl:1][C:2]1[CH:3]=[C:4]2[C:8](=[CH:9][CH:10]=1)[NH:7][CH:6]=[C:5]2[CH2:11][CH2:12][NH:13][C:14]([C:15]1[C:16]([C:26]2[CH:27]=[CH:28][CH:29]=[CH:30][C:25]=2[O:24][CH3:23])=[CH:17][CH:18]=[CH:19][CH:20]=1)=[O:22]. (3) Given the reactants Cl.Br[C:3]1[CH:8]=[CH:7][N:6]=[CH:5][C:4]=1[CH:9]=[O:10].C([Sn](CCCC)(CCCC)[C:16]1[N:17]=[CH:18][N:19]([C:21]([C:34]2[CH:39]=[CH:38][CH:37]=[CH:36][CH:35]=2)([C:28]2[CH:33]=[CH:32][CH:31]=[CH:30][CH:29]=2)[C:22]2[CH:27]=[CH:26][CH:25]=[CH:24][CH:23]=2)[CH:20]=1)CCC.C([O-])([O-])=O.[K+].[K+], predict the reaction product. The product is: [C:34]1([C:21]([C:22]2[CH:23]=[CH:24][CH:25]=[CH:26][CH:27]=2)([C:28]2[CH:29]=[CH:30][CH:31]=[CH:32][CH:33]=2)[N:19]2[CH:20]=[C:16]([C:3]3[CH:8]=[CH:7][N:6]=[CH:5][C:4]=3[CH:9]=[O:10])[N:17]=[CH:18]2)[CH:39]=[CH:38][CH:37]=[CH:36][CH:35]=1. (4) Given the reactants [Cl:1][C:2](Cl)([O:4]C(=O)OC(Cl)(Cl)Cl)Cl.[CH3:13][CH2:14][CH2:15][CH:16]([OH:20])[CH2:17][CH2:18][CH3:19], predict the reaction product. The product is: [Cl:1][C:2]([O:20][CH:16]([CH2:17][CH2:18][CH3:19])[CH2:15][CH2:14][CH3:13])=[O:4]. (5) Given the reactants [NH:1]1[C:9]2[C:4](=[CH:5][CH:6]=[CH:7][CH:8]=2)[CH2:3][CH2:2]1.[F:10][C:11]([F:22])([F:21])[C:12](O[C:12](=[O:13])[C:11]([F:22])([F:21])[F:10])=[O:13], predict the reaction product. The product is: [F:10][C:11]([F:22])([F:21])[C:12]([N:1]1[C:9]2[C:4](=[CH:5][CH:6]=[CH:7][CH:8]=2)[CH2:3][CH2:2]1)=[O:13].